Dataset: Catalyst prediction with 721,799 reactions and 888 catalyst types from USPTO. Task: Predict which catalyst facilitates the given reaction. Reactant: [O:1]1[CH2:7][CH2:6][CH2:5][O:4][C:3]2[CH:8]=[C:9]([CH:12]([C:14]3[CH:19]=[C:18]([O:20][CH3:21])[CH:17]=[C:16]([O:22][CH3:23])[CH:15]=3)[OH:13])[CH:10]=[CH:11][C:2]1=2. Product: [O:1]1[CH2:7][CH2:6][CH2:5][O:4][C:3]2[CH:8]=[C:9]([C:12]([C:14]3[CH:15]=[C:16]([O:22][CH3:23])[CH:17]=[C:18]([O:20][CH3:21])[CH:19]=3)=[O:13])[CH:10]=[CH:11][C:2]1=2. The catalyst class is: 177.